From a dataset of Forward reaction prediction with 1.9M reactions from USPTO patents (1976-2016). Predict the product of the given reaction. (1) Given the reactants Cl[C:2]1[C:3]([F:21])=[CH:4][C:5]2[C:6]([CH:20]=1)=[N:7][C:8]1[N:9]([CH3:19])[CH:10]=[C:11]([C:16]([OH:18])=[O:17])[C:12](=[O:15])[C:13]=1[CH:14]=2.[CH2:22]([N:29]1[CH2:34][CH2:33][NH:32][CH2:31][CH2:30]1)[C:23]1[CH:28]=[CH:27][CH:26]=[CH:25][CH:24]=1, predict the reaction product. The product is: [F:21][C:3]1[C:2]([N:32]2[CH2:33][CH2:34][N:29]([CH2:22][C:23]3[CH:24]=[CH:25][CH:26]=[CH:27][CH:28]=3)[CH2:30][CH2:31]2)=[CH:20][C:6]2=[N:7][C:8]3[N:9]([CH3:19])[CH:10]=[C:11]([C:16]([OH:18])=[O:17])[C:12](=[O:15])[C:13]=3[CH:14]=[C:5]2[CH:4]=1. (2) Given the reactants [F:1][C:2]1[C:3]([CH3:10])=[N:4][C:5]([NH:8][NH2:9])=[CH:6][CH:7]=1.N(C1C=CC=CC=1)=[C:12]=[S:13].BrC1C=CC2N(C(S)=NN=2)C=1, predict the reaction product. The product is: [F:1][C:2]1[CH:7]=[CH:6][C:5]2[N:4]([C:12]([SH:13])=[N:9][N:8]=2)[C:3]=1[CH3:10]. (3) The product is: [CH2:23]([N:22]([CH3:21])[S:9]([NH:8][C:6](=[O:7])[O:5][C:1]([CH3:3])([CH3:2])[CH3:4])(=[O:10])=[O:11])[C:24]1[CH:29]=[CH:28][CH:27]=[CH:26][CH:25]=1. Given the reactants [C:1]([O:5][C:6]([N-:8][S:9](N1C=CC(=[N+](C)C)C=C1)(=[O:11])=[O:10])=[O:7])([CH3:4])([CH3:3])[CH3:2].[CH3:21][NH:22][CH2:23][C:24]1[CH:29]=[CH:28][CH:27]=[CH:26][CH:25]=1, predict the reaction product.